Dataset: Forward reaction prediction with 1.9M reactions from USPTO patents (1976-2016). Task: Predict the product of the given reaction. (1) Given the reactants [F:1][C:2]1[CH:7]=[CH:6][C:5]([F:8])=[CH:4][C:3]=1[C@@H:9]1[C@@H:14]([NH:15]C(=O)OC(C)(C)C)[CH2:13][C@@H:12]([N:23]2[CH2:30][C:29]3[CH2:28][NH:27][N:26]([S:31]([CH:34]4[CH2:36][CH2:35]4)(=[O:33])=[O:32])[C:25]=3[CH2:24]2)[CH2:11][O:10]1.[F:37][C:38]([F:43])([F:42])[C:39]([OH:41])=[O:40], predict the reaction product. The product is: [F:37][C:38]([F:43])([F:42])[C:39]([OH:41])=[O:40].[F:1][C:2]1[CH:7]=[CH:6][C:5]([F:8])=[CH:4][C:3]=1[C@@H:9]1[C@@H:14]([NH2:15])[CH2:13][C@@H:12]([N:23]2[CH2:30][C:29]3[CH2:28][NH:27][N:26]([S:31]([CH:34]4[CH2:36][CH2:35]4)(=[O:32])=[O:33])[C:25]=3[CH2:24]2)[CH2:11][O:10]1. (2) Given the reactants [OH-:1].[Na+].[Cl:3][C:4]1[C:5]([F:40])=[C:6]([CH:37]=[CH:38][CH:39]=1)[NH:7][C:8]1[C:17]2[C:12](=[CH:13][C:14]([O:35][CH3:36])=[C:15]([O:18][C@H:19]3[CH2:23][N:22]([C:24]([O:26][C:27]([CH3:30])([CH3:29])[CH3:28])=[O:25])[C@H:21]([C:31](OC)=[O:32])[CH2:20]3)[CH:16]=2)[N:11]=[CH:10][N:9]=1.Cl, predict the reaction product. The product is: [Cl:3][C:4]1[C:5]([F:40])=[C:6]([CH:37]=[CH:38][CH:39]=1)[NH:7][C:8]1[C:17]2[C:12](=[CH:13][C:14]([O:35][CH3:36])=[C:15]([O:18][C@H:19]3[CH2:23][N:22]([C:24]([O:26][C:27]([CH3:28])([CH3:30])[CH3:29])=[O:25])[C@H:21]([C:31]([N:7]4[CH2:8][CH2:17][O:1][CH2:5][CH2:6]4)=[O:32])[CH2:20]3)[CH:16]=2)[N:11]=[CH:10][N:9]=1.[CH3:36][O:35][C:14]1[CH:13]=[C:12]2[C:17]([CH:8]=[N:9][CH:10]=[N:11]2)=[CH:16][CH:15]=1. (3) Given the reactants [Cl:1][C:2]1[C:3](=[O:30])[N:4]([CH2:19][CH2:20][C:21]2[CH:29]=[CH:28][C:24]([C:25](O)=[O:26])=[CH:23][CH:22]=2)[C:5]([CH2:9][O:10][C:11]2[CH:16]=[CH:15][CH:14]=[C:13]([CH2:17][CH3:18])[CH:12]=2)=[C:6]([Cl:8])[CH:7]=1.[CH:31]1[N:35]=[CH:34][N:33](C([N:33]2[CH:34]=[N:35][CH:31]=[CH:32]2)=O)[CH:32]=1.O.C(OCC)(=O)C, predict the reaction product. The product is: [Cl:1][C:2]1[C:3](=[O:30])[N:4]([CH2:19][CH2:20][C:21]2[CH:29]=[CH:28][C:24]([C:25]([N:33]3[CH:32]=[CH:31][N:35]=[CH:34]3)=[O:26])=[CH:23][CH:22]=2)[C:5]([CH2:9][O:10][C:11]2[CH:16]=[CH:15][CH:14]=[C:13]([CH2:17][CH3:18])[CH:12]=2)=[C:6]([Cl:8])[CH:7]=1. (4) Given the reactants [C:1]([OH:7])([C:3]([F:6])([F:5])[F:4])=[O:2].C(OC(N1[C@H](C2NC3C=C([C:30]4[CH:31]=[C:32]5[C:37](=[CH:38][CH:39]=4)[N:36]=[C:35](C4NC([C@@H]6C[C@@H]7[C@@H](C7)N6C(OC(C)(C)C)=O)=NC=4)[CH:34]=[N:33]5)C=CC=3N=2)C[C@@H]2[C@H]1C2)=O)(C)(C)C, predict the reaction product. The product is: [C:1]([OH:7])([C:3]([F:6])([F:5])[F:4])=[O:2].[N:33]1[C:32]2[C:37](=[CH:38][CH:39]=[CH:30][CH:31]=2)[N:36]=[CH:35][CH:34]=1. (5) Given the reactants [C:1]([O:5][C:6]([N:8]1[CH2:12][C@@H:11]([N:13]([CH2:16][C:17]2[CH:22]=[C:21]([C:23]([F:26])([F:25])[F:24])[CH:20]=[C:19]([C:27]([F:30])([F:29])[F:28])[CH:18]=2)[C:14]#[N:15])[CH2:10][C@H:9]1[CH2:31][CH3:32])=[O:7])([CH3:4])([CH3:3])[CH3:2].[N-:33]=[N+:34]=[N-:35].[Na+], predict the reaction product. The product is: [C:1]([O:5][C:6]([N:8]1[CH2:12][C@@H:11]([N:13]([CH2:16][C:17]2[CH:22]=[C:21]([C:23]([F:25])([F:24])[F:26])[CH:20]=[C:19]([C:27]([F:30])([F:28])[F:29])[CH:18]=2)[C:14]2[N:33]=[N:34][NH:35][N:15]=2)[CH2:10][C@H:9]1[CH2:31][CH3:32])=[O:7])([CH3:4])([CH3:3])[CH3:2]. (6) Given the reactants [CH:1]1([C@H:5]([NH:7][C:8]2[N:16]=[C:15]([C:17]#N)[N:14]=[C:13]3[C:9]=2[N:10]([CH2:27][C:28]2[CH:33]=[CH:32][C:31]([C:34]([F:37])([F:36])[F:35])=[CH:30][CH:29]=2)[C:11]([C:19]2[S:20][C:21]([CH:24]([CH3:26])[CH3:25])=[CH:22][N:23]=2)=[N:12]3)[CH3:6])[CH2:4][CH2:3][CH2:2]1.[OH-:38].[Na+].C(O)(C(F)(F)F)=[O:41], predict the reaction product. The product is: [CH:1]1([C@H:5]([NH:7][C:8]2[N:16]=[C:15]([C:17]([OH:41])=[O:38])[N:14]=[C:13]3[C:9]=2[N:10]([CH2:27][C:28]2[CH:33]=[CH:32][C:31]([C:34]([F:37])([F:36])[F:35])=[CH:30][CH:29]=2)[C:11]([C:19]2[S:20][C:21]([CH:24]([CH3:26])[CH3:25])=[CH:22][N:23]=2)=[N:12]3)[CH3:6])[CH2:4][CH2:3][CH2:2]1. (7) Given the reactants [F:1][C:2]1[CH:3]=[C:4]([NH:23]C(=O)C)[CH:5]=[CH:6][C:7]=1[O:8][C:9]1[CH:14]=[CH:13][N:12]=[C:11]([NH:15][C:16]2[CH:21]=[CH:20][C:19]([F:22])=[CH:18][CH:17]=2)[CH:10]=1.Cl, predict the reaction product. The product is: [NH2:23][C:4]1[CH:5]=[CH:6][C:7]([O:8][C:9]2[CH:14]=[CH:13][N:12]=[C:11]([NH:15][C:16]3[CH:17]=[CH:18][C:19]([F:22])=[CH:20][CH:21]=3)[CH:10]=2)=[C:2]([F:1])[CH:3]=1.